From a dataset of Reaction yield outcomes from USPTO patents with 853,638 reactions. Predict the reaction yield, written as a fraction of the theoretical maximum amount of product (1.0 means a 100% yield; for example, 0.34 means a 34% yield). (1) The reactants are [CH3:1][C:2]1[CH2:6][CH:5]=[C:4]([CH3:7])[C:3]=1[C:8]1[C:13]([CH3:14])=[CH:12][C:11]([CH3:15])=[CH:10][C:9]=1[NH2:16].C(N(CC)CC)C.[C:24](Cl)(=[O:29])[C:25]([CH3:28])([CH3:27])[CH3:26]. No catalyst specified. The product is [CH3:7][C:4]1[CH2:5][CH:6]=[C:2]([CH3:1])[C:3]=1[C:8]1[C:13]([CH3:14])=[CH:12][C:11]([CH3:15])=[CH:10][C:9]=1[NH:16][C:24](=[O:29])[C:25]([CH3:28])([CH3:27])[CH3:26]. The yield is 0.700. (2) The reactants are Br[CH2:2][C:3]1[C:11]2[O:10][CH:9]=[CH:8][C:7]=2[CH:6]=[C:5]([N+:12]([O-:14])=[O:13])[CH:4]=1.[C@H:15]12[CH2:21][C@H:18]([NH:19][CH2:20]1)[CH2:17][N:16]2[C:22]([O:24][C:25]([CH3:28])([CH3:27])[CH3:26])=[O:23]. No catalyst specified. The product is [N+:12]([C:5]1[CH:4]=[C:3]([CH2:2][N:19]2[CH2:20][C@@H:15]3[CH2:21][C@H:18]2[CH2:17][N:16]3[C:22]([O:24][C:25]([CH3:28])([CH3:27])[CH3:26])=[O:23])[C:11]2[O:10][CH:9]=[CH:8][C:7]=2[CH:6]=1)([O-:14])=[O:13]. The yield is 0.790. (3) The reactants are I[C:2]1[C:3]([C:16]([N:18]([O:20][CH3:21])[CH3:19])=[O:17])=[N:4][N:5]([CH2:7][C:8]2[CH:13]=[CH:12][C:11]([O:14][CH3:15])=[CH:10][CH:9]=2)[CH:6]=1.IC1C=NN(CC2C=CC(OC)=CC=2)[C:27]=1[C:28](N(OC)C)=[O:29].C(OCCCC)=C.CCN(CC)CC.Cl. The catalyst is CN(C=O)C.C1C=CC(P(C2C=CC=CC=2)[C-]2C=CC=C2)=CC=1.C1C=CC(P(C2C=CC=CC=2)[C-]2C=CC=C2)=CC=1.Cl[Pd]Cl.[Fe+2]. The product is [C:28]([C:2]1[C:3]([C:16]([N:18]([O:20][CH3:21])[CH3:19])=[O:17])=[N:4][N:5]([CH2:7][C:8]2[CH:13]=[CH:12][C:11]([O:14][CH3:15])=[CH:10][CH:9]=2)[CH:6]=1)(=[O:29])[CH3:27]. The yield is 0.150. (4) The reactants are [Cl:1][C:2]1[CH:3]=[C:4]([C:8]2[C:16]([CH:17]=[O:18])=[C:15]3[N:10]([CH:11]=[N:12][CH:13]=[CH:14]3)[N:9]=2)[CH:5]=[CH:6][CH:7]=1.[C:19]([Mg]Br)#[CH:20]. The product is [Cl:1][C:2]1[CH:3]=[C:4]([C:8]2[C:16]([CH:17]([OH:18])[C:19]#[CH:20])=[C:15]3[N:10]([CH:11]=[N:12][CH:13]=[CH:14]3)[N:9]=2)[CH:5]=[CH:6][CH:7]=1. The catalyst is O1CCCC1. The yield is 0.850. (5) The reactants are [H-].[Na+].C([O:7][C:8](=[O:18])[CH2:9]P(OCC)(OCC)=O)(C)(C)C.[C:19]([C:24]1[CH:29]=[CH:28][CH:27]=[CH:26][CH:25]=1)(=O)[CH:20]([CH3:22])[CH3:21]. The catalyst is O1CCCC1. The product is [CH3:21][CH:20]([CH3:22])[CH:19]([C:24]1[CH:29]=[CH:28][CH:27]=[CH:26][CH:25]=1)[CH2:9][C:8]([OH:7])=[O:18]. The yield is 0.580. (6) The reactants are [F:1][C:2]([F:13])([F:12])[C:3]1[CH:8]=[CH:7][C:6]([N:9]=[C:10]=S)=[CH:5][CH:4]=1.[CH3:14][NH:15][C:16]1[CH:30]=[CH:29][C:19]([O:20][C:21]2[CH:26]=[CH:25][N:24]=[C:23]([C:27]#[N:28])[CH:22]=2)=[CH:18][C:17]=1[NH2:31].CCN(C(C)C)C(C)C.[Cl-].ClC1N(C)CC[NH+]1C. The catalyst is CC#N.O. The product is [CH3:14][N:15]1[C:16]2[CH:30]=[CH:29][C:19]([O:20][C:21]3[CH:26]=[CH:25][N:24]=[C:23]([C:27]#[N:28])[CH:22]=3)=[CH:18][C:17]=2[N:31]=[C:10]1[NH:9][C:6]1[CH:7]=[CH:8][C:3]([C:2]([F:13])([F:12])[F:1])=[CH:4][CH:5]=1. The yield is 0.780. (7) No catalyst specified. The yield is 0.382. The reactants are [CH2:1]([O:3][C:4]([CH:6]1[C:11](=[O:12])[CH2:10][CH2:9][N:8]([C:13]([O:15][C:16]([CH3:19])([CH3:18])[CH3:17])=[O:14])[CH2:7]1)=[O:5])[CH3:2].CN(C=O)C.[CH2:25](Br)[C:26]1[CH:31]=[CH:30][CH:29]=[CH:28][CH:27]=1. The product is [CH2:1]([O:3][C:4]([C:6]1([CH2:25][C:26]2[CH:31]=[CH:30][CH:29]=[CH:28][CH:27]=2)[C:11](=[O:12])[CH2:10][CH2:9][N:8]([C:13]([O:15][C:16]([CH3:18])([CH3:17])[CH3:19])=[O:14])[CH2:7]1)=[O:5])[CH3:2]. (8) The reactants are [NH2:1][C:2]1[CH:12]=[CH:11][CH:10]=[CH:9][C:3]=1[C:4](OCC)=[O:5].C(O)(=O)C.[CH:17](N)=[NH:18]. The catalyst is COC(O)C. The product is [N:1]1[C:2]2[C:3](=[CH:9][CH:10]=[CH:11][CH:12]=2)[C:4]([OH:5])=[N:18][CH:17]=1. The yield is 0.910. (9) The reactants are [O:1]1[C:6]2([CH2:11][CH2:10][N:9]([C:12]([O:14][C:15]([CH3:18])([CH3:17])[CH3:16])=[O:13])[CH2:8][CH2:7]2)[CH2:5][NH:4][CH2:3][CH2:2]1.C(=O)([O-])[O-].[K+].[K+].[CH3:25][O:26][C:27](=[O:39])[CH2:28][C:29]1[CH:34]=[CH:33][CH:32]=[C:31]([O:35][CH2:36][CH2:37]Br)[CH:30]=1.O. The catalyst is CN(C)C=O. The product is [CH3:25][O:26][C:27](=[O:39])[CH2:28][C:29]1[CH:30]=[C:31]([CH:32]=[CH:33][CH:34]=1)[O:35][CH2:36][CH2:37][N:4]1[CH2:5][C:6]2([CH2:11][CH2:10][N:9]([C:12]([O:14][C:15]([CH3:18])([CH3:17])[CH3:16])=[O:13])[CH2:8][CH2:7]2)[O:1][CH2:2][CH2:3]1. The yield is 0.420. (10) The reactants are [NH2:1][CH2:2][CH2:3][CH2:4][O:5][C:6]1[CH:30]=[C:29]([S:31]([CH3:33])=[O:32])[CH:28]=[CH:27][C:7]=1[C:8]([NH:10][C:11]1[C:12]([C:17]([NH:19][C:20]2[CH:25]=[CH:24][C:23]([Cl:26])=[CH:22][N:21]=2)=[O:18])=[N:13][CH:14]=[CH:15][CH:16]=1)=[O:9].CN(C=O)C.C([O-])([O-])=O.[K+].[K+].Br[CH2:46][CH2:47][CH2:48][CH2:49]Br. The catalyst is CCOC(C)=O.O.CC#N. The product is [ClH:26].[Cl:26][C:23]1[CH:24]=[CH:25][C:20]([NH:19][C:17]([C:12]2[C:11]([NH:10][C:8](=[O:9])[C:7]3[CH:27]=[CH:28][C:29]([S:31]([CH3:33])=[O:32])=[CH:30][C:6]=3[O:5][CH2:4][CH2:3][CH2:2][N:1]3[CH2:49][CH2:48][CH2:47][CH2:46]3)=[CH:16][CH:15]=[CH:14][N:13]=2)=[O:18])=[N:21][CH:22]=1. The yield is 0.360.